This data is from Peptide-MHC class II binding affinity with 134,281 pairs from IEDB. The task is: Regression. Given a peptide amino acid sequence and an MHC pseudo amino acid sequence, predict their binding affinity value. This is MHC class II binding data. (1) The peptide sequence is TANVPPADKYKTLEA. The MHC is DRB3_0202 with pseudo-sequence DRB3_0202. The binding affinity (normalized) is 0.102. (2) The peptide sequence is TDDNEEPIAAYHFDL. The MHC is DRB4_0101 with pseudo-sequence DRB4_0103. The binding affinity (normalized) is 0.459. (3) The peptide sequence is DGPIRRNPAGNVARP. The MHC is DRB1_0301 with pseudo-sequence DRB1_0301. The binding affinity (normalized) is 0.412. (4) The peptide sequence is MLTLFILIITSTIKA. The MHC is HLA-DPA10201-DPB11401 with pseudo-sequence HLA-DPA10201-DPB11401. The binding affinity (normalized) is 0.271.